This data is from Reaction yield outcomes from USPTO patents with 853,638 reactions. The task is: Predict the reaction yield, written as a fraction of the theoretical maximum amount of product (1.0 means a 100% yield; for example, 0.34 means a 34% yield). (1) The reactants are [OH:1][C:2]1[CH:11]=[CH:10][C:5]([C:6]([O:8][CH3:9])=[O:7])=[CH:4][CH:3]=1.[H-].[Na+]. No catalyst specified. The product is [CH3:9][O:8][C:6](=[O:7])[C:5]1[CH:4]=[CH:3][C:2]([O:1][CH2:6][C:5]2[CH:10]=[CH:11][CH:2]=[CH:3][CH:4]=2)=[CH:11][CH:10]=1. The yield is 1.10. (2) The reactants are [CH3:1][C:2]([O-:5])(C)[CH3:3].[K+].[F:7][C:8]1C=[CH:14][CH:13]=[CH:12][C:9]=1C#N.C[C:17]#[N:18].Cl. The catalyst is C(Cl)Cl.O.CCOCC. The product is [F:7][C:8]1[CH:9]=[CH:12][CH:13]=[CH:14][C:1]=1[C:2](=[O:5])[CH2:3][C:17]#[N:18]. The yield is 0.700.